From a dataset of NCI-60 drug combinations with 297,098 pairs across 59 cell lines. Regression. Given two drug SMILES strings and cell line genomic features, predict the synergy score measuring deviation from expected non-interaction effect. Drug 1: CC1=C(C=C(C=C1)NC2=NC=CC(=N2)N(C)C3=CC4=NN(C(=C4C=C3)C)C)S(=O)(=O)N.Cl. Drug 2: C1C(C(OC1N2C=NC3=C(N=C(N=C32)Cl)N)CO)O. Cell line: HL-60(TB). Synergy scores: CSS=25.9, Synergy_ZIP=0.525, Synergy_Bliss=-10.5, Synergy_Loewe=-78.1, Synergy_HSA=-27.3.